From a dataset of Reaction yield outcomes from USPTO patents with 853,638 reactions. Predict the reaction yield, written as a fraction of the theoretical maximum amount of product (1.0 means a 100% yield; for example, 0.34 means a 34% yield). (1) The yield is 0.500. The product is [CH:20]([N:23]1[C:27]([C:2]2[N:3]=[C:4]3[C:10]4[CH:11]=[CH:12][C:13]([C:15]([OH:17])=[O:16])=[CH:14][C:9]=4[O:8][CH2:7][CH2:6][N:5]3[CH:19]=2)=[CH:26][CH:25]=[N:24]1)([CH3:22])[CH3:21]. The catalyst is CCOC(C)=O.Cl[Pd](Cl)([P](C1C=CC=CC=1)(C1C=CC=CC=1)C1C=CC=CC=1)[P](C1C=CC=CC=1)(C1C=CC=CC=1)C1C=CC=CC=1. The reactants are I[C:2]1[N:3]=[C:4]2[C:10]3[CH:11]=[CH:12][C:13]([C:15]([O:17]C)=[O:16])=[CH:14][C:9]=3[O:8][CH2:7][CH2:6][N:5]2[CH:19]=1.[CH:20]([N:23]1[C:27](B2OC(C)(C)C(C)(C)O2)=[CH:26][CH:25]=[N:24]1)([CH3:22])[CH3:21].C(=O)([O-])[O-].[K+].[K+].C(#N)C. (2) The reactants are [C:1]([C:3]1[CH:4]=[C:5]([C:13]2[O:17][N:16]=[C:15]([C:18]3[CH:26]=[CH:25][CH:24]=[C:23]4[C:19]=3[CH2:20][CH2:21][C@H:22]4[N:27]3[CH2:30][C:29](C(OCC)=O)([C:31]([O:33]CC)=[O:32])[CH2:28]3)[N:14]=2)[CH:6]=[CH:7][C:8]=1[O:9][CH:10]([CH3:12])[CH3:11])#[N:2]. The catalyst is CO.[OH-].[Na+]. The product is [C:1]([C:3]1[CH:4]=[C:5]([C:13]2[O:17][N:16]=[C:15]([C:18]3[CH:26]=[CH:25][CH:24]=[C:23]4[C:19]=3[CH2:20][CH2:21][C@H:22]4[N:27]3[CH2:30][CH:29]([C:31]([OH:33])=[O:32])[CH2:28]3)[N:14]=2)[CH:6]=[CH:7][C:8]=1[O:9][CH:10]([CH3:12])[CH3:11])#[N:2]. The yield is 0.330. (3) The reactants are [NH2:1][C:2]1[CH:7]=[CH:6][C:5]([N:8]2[C:14](=[O:15])[CH2:13][C:12](=[O:16])[NH:11][C:10]3[C:17]4[C:22]([CH:23]=[CH:24][C:9]2=3)=[CH:21][CH:20]=[CH:19][CH:18]=4)=[CH:4][CH:3]=1.[Cl:25][C:26]1[CH:31]=[CH:30][CH:29]=[CH:28][C:27]=1[CH2:32][S:33](Cl)(=[O:35])=[O:34]. No catalyst specified. The product is [Cl:25][C:26]1[CH:31]=[CH:30][CH:29]=[CH:28][C:27]=1[CH2:32][S:33]([NH:1][C:2]1[CH:7]=[CH:6][C:5]([N:8]2[C:14](=[O:15])[CH2:13][C:12](=[O:16])[NH:11][C:10]3[C:17]4[C:22]([CH:23]=[CH:24][C:9]2=3)=[CH:21][CH:20]=[CH:19][CH:18]=4)=[CH:4][CH:3]=1)(=[O:35])=[O:34]. The yield is 0.720.